This data is from Forward reaction prediction with 1.9M reactions from USPTO patents (1976-2016). The task is: Predict the product of the given reaction. (1) Given the reactants [I:1]N1C(=O)CCC1=O.[N:9]1[C:10]([C:18]([O:20][CH2:21][CH3:22])=[O:19])=[CH:11][N:12]2[C:17]=1[CH:16]=[CH:15][CH:14]=[N:13]2, predict the reaction product. The product is: [I:1][C:11]1[N:12]2[N:13]=[CH:14][CH:15]=[CH:16][C:17]2=[N:9][C:10]=1[C:18]([O:20][CH2:21][CH3:22])=[O:19]. (2) Given the reactants C([Li])CCC.Br[C:7]1[S:8][CH:9]=[CH:10][N:11]=1.[CH3:12][C:13]([CH3:15])=[O:14], predict the reaction product. The product is: [S:8]1[CH:9]=[CH:10][N:11]=[C:7]1[C:13]([OH:14])([CH3:15])[CH3:12]. (3) Given the reactants [F:1][C:2]1[C:12](B2OC(C)(C)C(C)(C)O2)=[CH:11][C:5]2[N:6]([CH3:10])[C:7](=[O:9])[O:8][C:4]=2[CH:3]=1.Br[C:23]1[CH:24]=[C:25]([CH2:29][OH:30])[CH:26]=[N:27][CH:28]=1.C([O-])([O-])=O.[Na+].[Na+], predict the reaction product. The product is: [F:1][C:2]1[C:12]([C:23]2[CH:28]=[N:27][CH:26]=[C:25]([CH2:29][OH:30])[CH:24]=2)=[CH:11][C:5]2[N:6]([CH3:10])[C:7](=[O:9])[O:8][C:4]=2[CH:3]=1. (4) Given the reactants C(OC(=O)N[C@H]1CCNC1=O)(C)(C)C.[C:15]([O:19][C:20](=[O:31])[NH:21][C@H:22]1[CH2:26][CH2:25][N:24]([CH2:27][CH2:28][NH2:29])[C:23]1=[O:30])([CH3:18])([CH3:17])[CH3:16].[H-].[Na+].BrCC#N, predict the reaction product. The product is: [C:15]([O:19][C:20](=[O:31])[NH:21][C@H:22]1[CH2:26][CH2:25][N:24]([CH2:27][C:28]#[N:29])[C:23]1=[O:30])([CH3:18])([CH3:16])[CH3:17]. (5) Given the reactants [CH3:1][C:2]1(O)[CH2:8][CH2:7][CH2:6][N:5]([C:9]2[N:13]([CH3:14])[N:12]=[CH:11][C:10]=2[N+:15]([O-:17])=[O:16])[CH2:4][CH2:3]1.S(=O)(=O)(O)O.[OH-:24].[K+].[C:26](#[N:28])[CH3:27], predict the reaction product. The product is: [CH3:1][C:2]1([NH:28][C:26](=[O:24])[CH3:27])[CH2:8][CH2:7][CH2:6][N:5]([C:9]2[N:13]([CH3:14])[N:12]=[CH:11][C:10]=2[N+:15]([O-:17])=[O:16])[CH2:4][CH2:3]1. (6) Given the reactants [CH2:1]([C:3]1[CH:7]=[C:6]([C:8]2[CH:18]=[CH:17][C:11]3[O:12][CH2:13][C:14](=[O:16])[NH:15][C:10]=3[CH:9]=2)[N:5]([CH3:19])[N:4]=1)[CH3:2].C1C(=O)N([Br:27])C(=O)C1, predict the reaction product. The product is: [Br:27][C:7]1[C:3]([CH2:1][CH3:2])=[N:4][N:5]([CH3:19])[C:6]=1[C:8]1[CH:18]=[CH:17][C:11]2[O:12][CH2:13][C:14](=[O:16])[NH:15][C:10]=2[CH:9]=1. (7) Given the reactants N1CCCCC1.C1C2C(COC([NH:24][C@H:25]([C:27]3[N:36]([N:37]4[CH2:44][C:41]5([CH2:43][CH2:42]5)[N:40]([C:45]([O:47][C:48]([CH3:51])([CH3:50])[CH3:49])=[O:46])[CH2:39][CH2:38]4)[C:35](=[O:52])[C:34]4[C:29](=[CH:30][CH:31]=[CH:32][C:33]=4[Cl:53])[N:28]=3)[CH3:26])=O)C3C(=CC=CC=3)C=2C=CC=1.CCOC(C)=O, predict the reaction product. The product is: [NH2:24][C@H:25]([C:27]1[N:36]([N:37]2[CH2:44][C:41]3([CH2:43][CH2:42]3)[N:40]([C:45]([O:47][C:48]([CH3:50])([CH3:49])[CH3:51])=[O:46])[CH2:39][CH2:38]2)[C:35](=[O:52])[C:34]2[C:29](=[CH:30][CH:31]=[CH:32][C:33]=2[Cl:53])[N:28]=1)[CH3:26]. (8) The product is: [NH2:1][C:2]1[C:3]2[C:10]([Cl:11])=[CH:9][N:8]([C@@H:12]3[O:16][C@H:15]([CH:17]=[O:18])[C@@H:14]([O:19][Si:20]([C:23]([CH3:26])([CH3:25])[CH3:24])([CH3:21])[CH3:22])[CH2:13]3)[C:4]=2[N:5]=[CH:6][N:7]=1. Given the reactants [NH2:1][C:2]1[C:3]2[C:10]([Cl:11])=[CH:9][N:8]([C@@H:12]3[O:16][C@H:15]([CH2:17][OH:18])[C@@H:14]([O:19][Si:20]([C:23]([CH3:26])([CH3:25])[CH3:24])([CH3:22])[CH3:21])[CH2:13]3)[C:4]=2[N:5]=[CH:6][N:7]=1.I(C1C=CC=CC=1C(O)=O)(=O)=O, predict the reaction product.